Task: Binary Classification. Given a T-cell receptor sequence (or CDR3 region) and an epitope sequence, predict whether binding occurs between them.. Dataset: TCR-epitope binding with 47,182 pairs between 192 epitopes and 23,139 TCRs (1) The epitope is GLIYNRMGAVTTEV. The TCR CDR3 sequence is CASSFLTTGELFF. Result: 0 (the TCR does not bind to the epitope). (2) The epitope is ATDALMTGY. The TCR CDR3 sequence is CASSSQGAANTGELFF. Result: 0 (the TCR does not bind to the epitope). (3) The epitope is TLVPQEHYV. The TCR CDR3 sequence is CASSSTLGADTQYF. Result: 1 (the TCR binds to the epitope). (4) The epitope is IVTDFSVIK. The TCR CDR3 sequence is CASSSRTTSNQPQHF. Result: 0 (the TCR does not bind to the epitope). (5) The epitope is YLDAYNMMI. The TCR CDR3 sequence is CASKWTSGNTIYF. Result: 1 (the TCR binds to the epitope). (6) The epitope is WICLLQFAY. The TCR CDR3 sequence is CASRPLHSVYEQYF. Result: 0 (the TCR does not bind to the epitope). (7) The epitope is VLAWLYAAV. The TCR CDR3 sequence is CASSYGVNTEAFF. Result: 1 (the TCR binds to the epitope).